Dataset: Tyrosyl-DNA phosphodiesterase HTS with 341,365 compounds. Task: Binary Classification. Given a drug SMILES string, predict its activity (active/inactive) in a high-throughput screening assay against a specified biological target. The drug is O1CC2C(C3(N(C2c2c1cc(OC)cc2)C(=O)c1c(NC3=O)cc(OC)c(OC)c1)C)C(OCC)=O. The result is 0 (inactive).